This data is from Catalyst prediction with 721,799 reactions and 888 catalyst types from USPTO. The task is: Predict which catalyst facilitates the given reaction. (1) Product: [Cl:35][CH:8]([C:6]1[CH:7]=[C:2]([CH3:1])[C:3]([NH:15][C:16](=[O:26])[C:17]2[CH:22]=[CH:21][CH:20]=[C:19]([N+:23]([O-:25])=[O:24])[CH:18]=2)=[C:4]([CH3:14])[CH:5]=1)[C:9]([F:12])([F:11])[F:10]. The catalyst class is: 68. Reactant: [CH3:1][C:2]1[CH:7]=[C:6]([CH:8](O)[C:9]([F:12])([F:11])[F:10])[CH:5]=[C:4]([CH3:14])[C:3]=1[NH:15][C:16](=[O:26])[C:17]1[CH:22]=[CH:21][CH:20]=[C:19]([N+:23]([O-:25])=[O:24])[CH:18]=1.N1C=CC=CC=1.S(Cl)([Cl:35])=O. (2) Reactant: [Cl:1][C:2]1[C:7]([CH3:8])=[CH:6][C:5]([OH:9])=[C:4]([N+:10]([O-:12])=[O:11])[CH:3]=1.[C:13]([O-])([O-])=O.[K+].[K+].CI. Product: [Cl:1][C:2]1[CH:3]=[C:4]([N+:10]([O-:12])=[O:11])[C:5]([O:9][CH3:13])=[CH:6][C:7]=1[CH3:8]. The catalyst class is: 3.